Dataset: Catalyst prediction with 721,799 reactions and 888 catalyst types from USPTO. Task: Predict which catalyst facilitates the given reaction. (1) Reactant: [NH:1]1[CH2:6][CH2:5][CH2:4][C@@H:3]([N:7]2[C:18]3[C:10](=[CH:11][N:12]=[C:13]4[C:17]=3[CH:16]=[CH:15][NH:14]4)[N:9]=[N:8]2)[CH2:2]1.[C:19]([CH2:21][C:22](O)=[O:23])#[N:20].ON1C2C=CC=CC=2N=N1.Cl.C(N=C=NCCCN(C)C)C. Product: [O:23]=[C:22]([N:1]1[CH2:6][CH2:5][CH2:4][C@@H:3]([N:7]2[C:18]3[C:10](=[CH:11][N:12]=[C:13]4[C:17]=3[CH:16]=[CH:15][NH:14]4)[N:9]=[N:8]2)[CH2:2]1)[CH2:21][C:19]#[N:20]. The catalyst class is: 172. (2) Reactant: C(N(C(C)C)CC)(C)C.Br[CH2:11][C:12]#[C:13][CH3:14].[CH3:15][O:16][C:17]([C:19]1[C:23]2[N:24]=[CH:25][N:26]([CH2:29][C:30]3[C:39]4[C:34](=[CH:35][CH:36]=[CH:37][CH:38]=4)[CH:33]=[CH:32][N:31]=3)[C:27](=[O:28])[C:22]=2[NH:21][C:20]=1[Cl:40])=[O:18]. Product: [CH3:15][O:16][C:17]([C:19]1[C:23]2[N:24]=[CH:25][N:26]([CH2:29][C:30]3[C:39]4[C:34](=[CH:35][CH:36]=[CH:37][CH:38]=4)[CH:33]=[CH:32][N:31]=3)[C:27](=[O:28])[C:22]=2[N:21]([CH2:11][C:12]#[C:13][CH3:14])[C:20]=1[Cl:40])=[O:18]. The catalyst class is: 3. (3) Reactant: [NH:1]1[C:9]2[C:4](=[CH:5][CH:6]=[CH:7][CH:8]=2)[C:3]([C@H:10]([CH3:33])[C@@H:11]([NH:17][C:18]([N:20]2[CH2:25][CH2:24][N:23]([C:26]3[CH:31]=[CH:30][CH:29]=[CH:28][CH:27]=3)[C:22](=[O:32])[CH2:21]2)=[O:19])[C:12]([O:14]CC)=[O:13])=[CH:2]1.[OH-:34].[Na+]. Product: [NH:23]([CH2:24][CH2:25][N:20]([CH2:21][C:22]([OH:34])=[O:32])[C:18]([NH:17][C@H:11]([C@H:10]([C:3]1[C:4]2[C:9](=[CH:8][CH:7]=[CH:6][CH:5]=2)[NH:1][CH:2]=1)[CH3:33])[C:12]([OH:14])=[O:13])=[O:19])[C:26]1[CH:27]=[CH:28][CH:29]=[CH:30][CH:31]=1. The catalyst class is: 8.